Dataset: Catalyst prediction with 721,799 reactions and 888 catalyst types from USPTO. Task: Predict which catalyst facilitates the given reaction. Reactant: [NH2:1][C:2]1[C:3]2[N:4]([C:8]([C@@H:27]3[CH2:32][CH2:31][CH2:30][NH:29][CH2:28]3)=[N:9][C:10]=2[C:11]2[CH:26]=[CH:25][C:14]([C:15]([NH:17][C:18]3[CH:23]=[C:22]([CH3:24])[CH:21]=[CH:20][N:19]=3)=[O:16])=[CH:13][CH:12]=2)[CH:5]=[CH:6][N:7]=1.C(P1(=O)OP(=O)(CCC)OP(=O)(CCC)O1)CC.[C:51](O)(=[O:53])[CH3:52].C(N(CC)CC)C. Product: [NH2:1][C:2]1[C:3]2[N:4]([C:8]([C@@H:27]3[CH2:32][CH2:31][CH2:30][N:29]([C:51](=[O:53])[CH3:52])[CH2:28]3)=[N:9][C:10]=2[C:11]2[CH:12]=[CH:13][C:14]([C:15]([NH:17][C:18]3[CH:23]=[C:22]([CH3:24])[CH:21]=[CH:20][N:19]=3)=[O:16])=[CH:25][CH:26]=2)[CH:5]=[CH:6][N:7]=1. The catalyst class is: 121.